From a dataset of Reaction yield outcomes from USPTO patents with 853,638 reactions. Predict the reaction yield, written as a fraction of the theoretical maximum amount of product (1.0 means a 100% yield; for example, 0.34 means a 34% yield). (1) The reactants are [CH:1]([C:4]1[C:12]([C:13](=O)[CH:14]([CH3:16])[CH3:15])=[C:7]2[CH:8]=[CH:9][CH:10]=[CH:11][N:6]2[N:5]=1)([CH3:3])[CH3:2].Cl.[NH2:19][OH:20].[OH-].[Na+].Cl. The catalyst is CCO.O. The product is [CH:1]([C:4]1[C:12]([C:13](=[N:19][OH:20])[CH:14]([CH3:16])[CH3:15])=[C:7]2[CH:8]=[CH:9][CH:10]=[CH:11][N:6]2[N:5]=1)([CH3:3])[CH3:2]. The yield is 0.745. (2) The reactants are [Br:1][C:2]1[CH:12]=[C:11]([CH3:13])[CH:10]=[CH:9][C:3]=1[O:4][CH2:5][C:6]([OH:8])=O.[CH:14]([NH:17][NH:18][C:19](=[O:26])[C:20]1[CH:25]=[CH:24][CH:23]=[CH:22][CH:21]=1)([CH3:16])[CH3:15].C(N(C(C)C)CC)(C)C.C1CN([P+](Br)(N2CCCC2)N2CCCC2)CC1.F[P-](F)(F)(F)(F)F. The catalyst is CN(C=O)C. The product is [Br:1][C:2]1[CH:12]=[C:11]([CH3:13])[CH:10]=[CH:9][C:3]=1[O:4][CH2:5][C:6]([N:17]([CH:14]([CH3:16])[CH3:15])[NH:18][C:19](=[O:26])[C:20]1[CH:25]=[CH:24][CH:23]=[CH:22][CH:21]=1)=[O:8]. The yield is 0.340.